Dataset: Forward reaction prediction with 1.9M reactions from USPTO patents (1976-2016). Task: Predict the product of the given reaction. Given the reactants [H-].[Na+].Cl[C:4]1[CH:9]=[C:8]([Cl:10])[N:7]=[C:6]([C:11]2[CH:16]=[CH:15][CH:14]=[CH:13][CH:12]=2)[N:5]=1.[CH3:17][O:18][C:19]1[CH:26]=[CH:25][C:22]([CH2:23][OH:24])=[CH:21][CH:20]=1.C([O-])(O)=O.[Na+], predict the reaction product. The product is: [Cl:10][C:8]1[CH:9]=[C:4]([O:24][CH2:23][C:22]2[CH:25]=[CH:26][C:19]([O:18][CH3:17])=[CH:20][CH:21]=2)[N:5]=[C:6]([C:11]2[CH:16]=[CH:15][CH:14]=[CH:13][CH:12]=2)[N:7]=1.